Task: Predict the product of the given reaction.. Dataset: Forward reaction prediction with 1.9M reactions from USPTO patents (1976-2016) (1) Given the reactants [NH3:1].C1COCC1.[CH2:7]1[S:11](=[O:13])(=[O:12])[CH2:10][C:9]([S:14](Cl)(=[O:16])=[O:15])=[CH:8]1, predict the reaction product. The product is: [S:11]1(=[O:13])(=[O:12])[CH2:7][CH:8]=[C:9]([S:14]([NH2:1])(=[O:16])=[O:15])[CH2:10]1. (2) Given the reactants [C:1]([N:5]1[CH2:10][CH2:9][CH2:8][C@@H:7]([NH:11][C:12]2[C:17]([F:18])=[CH:16][N:15]=[C:14]([NH:19][C:20]3[CH:21]=[C:22]4[C:26](=[CH:27][CH:28]=3)[CH2:25][N:24]([CH:29]3[CH2:34][CH2:33][N:32](C(OC(C)(C)C)=O)[CH2:31][CH2:30]3)[CH2:23]4)[N:13]=2)[CH2:6]1)(=[O:4])[CH:2]=[CH2:3].C(O)(C(F)(F)F)=O, predict the reaction product. The product is: [F:18][C:17]1[C:12]([NH:11][C@@H:7]2[CH2:8][CH2:9][CH2:10][N:5]([C:1](=[O:4])[CH:2]=[CH2:3])[CH2:6]2)=[N:13][C:14]([NH:19][C:20]2[CH:21]=[C:22]3[C:26](=[CH:27][CH:28]=2)[CH2:25][N:24]([CH:29]2[CH2:34][CH2:33][NH:32][CH2:31][CH2:30]2)[CH2:23]3)=[N:15][CH:16]=1. (3) Given the reactants [CH2:1]([N:3]([C:22](=[O:43])[C@@H:23]([NH:30][C:31]([C:33]1[CH:42]=[CH:41][C:40]2[C:35](=[CH:36][CH:37]=[CH:38][CH:39]=2)[N:34]=1)=[O:32])[CH2:24][CH2:25][CH2:26][C:27]([OH:29])=[O:28])[C@@H:4]([CH2:9][CH2:10][CH2:11][CH2:12][CH2:13][CH2:14][CH2:15][CH2:16][CH2:17][CH2:18][CH2:19][CH2:20][CH3:21])[CH2:5][C:6]([NH2:8])=[O:7])[CH3:2].[ClH:44], predict the reaction product. The product is: [ClH:44].[CH2:1]([N:3]([C:22](=[O:43])[C@@H:23]([NH:30][C:31]([C:33]1[CH:42]=[CH:41][C:40]2[C:35](=[CH:36][CH:37]=[CH:38][CH:39]=2)[N:34]=1)=[O:32])[CH2:24][CH2:25][CH2:26][C:27]([OH:29])=[O:28])[C@@H:4]([CH2:9][CH2:10][CH2:11][CH2:12][CH2:13][CH2:14][CH2:15][CH2:16][CH2:17][CH2:18][CH2:19][CH2:20][CH3:21])[CH2:5][C:6]([NH2:8])=[O:7])[CH3:2]. (4) Given the reactants [OH:1][C:2]1[CH:9]=[CH:8][C:5]([CH:6]=O)=[CH:4][N:3]=1.[CH3:10][O:11][C:12]1[CH:13]=[C:14]([CH:16]=[CH:17][CH:18]=1)[NH2:15], predict the reaction product. The product is: [CH3:10][O:11][C:12]1[CH:13]=[C:14]([N:15]=[CH:6][C:5]2[CH:8]=[CH:9][C:2]([OH:1])=[N:3][CH:4]=2)[CH:16]=[CH:17][CH:18]=1.